Dataset: Forward reaction prediction with 1.9M reactions from USPTO patents (1976-2016). Task: Predict the product of the given reaction. (1) Given the reactants [Cl:1][C:2]1[N:3]=[C:4]([C:9]([NH:11][C@H:12]2[CH2:17][CH2:16][N:15]([C:18]3[O:19][CH:20]=[C:21]([C:23]([O:25]CC)=[O:24])[N:22]=3)[CH2:14][C@H:13]2[O:28][CH3:29])=[O:10])[NH:5][C:6]=1[CH2:7][CH3:8].[OH-].[Li+], predict the reaction product. The product is: [Cl:1][C:2]1[N:3]=[C:4]([C:9]([NH:11][C@H:12]2[CH2:17][CH2:16][N:15]([C:18]3[O:19][CH:20]=[C:21]([C:23]([OH:25])=[O:24])[N:22]=3)[CH2:14][C@H:13]2[O:28][CH3:29])=[O:10])[NH:5][C:6]=1[CH2:7][CH3:8]. (2) Given the reactants [NH2:1][C:2]1[S:3][C:4]([Cl:15])=[CH:5][C:6]=1[C:7]([C:9]1[CH:14]=[CH:13][CH:12]=[CH:11][CH:10]=1)=O.[F:16][C:17]([F:25])([F:24])[C:18](=[O:23])[CH2:19][C:20](=O)[CH3:21], predict the reaction product. The product is: [Cl:15][C:4]1[S:3][C:2]2=[N:1][C:20]([CH3:21])=[C:19]([C:18](=[O:23])[C:17]([F:25])([F:24])[F:16])[C:7]([C:9]3[CH:14]=[CH:13][CH:12]=[CH:11][CH:10]=3)=[C:6]2[CH:5]=1.